This data is from Reaction yield outcomes from USPTO patents with 853,638 reactions. The task is: Predict the reaction yield, written as a fraction of the theoretical maximum amount of product (1.0 means a 100% yield; for example, 0.34 means a 34% yield). (1) The reactants are [Cl:1][C:2]1[CH:3]=[C:4]([CH:6]=[CH:7][C:8]=1[Cl:9])[NH2:5].C(N(CC)CC)C.[C:17](Cl)(=[O:26])/[CH:18]=[CH:19]/[C:20]1[CH:25]=[CH:24][CH:23]=[CH:22][CH:21]=1. The catalyst is C1COCC1. The product is [Cl:1][C:2]1[CH:3]=[C:4]([NH:5][C:17](=[O:26])/[CH:18]=[CH:19]/[C:20]2[CH:25]=[CH:24][CH:23]=[CH:22][CH:21]=2)[CH:6]=[CH:7][C:8]=1[Cl:9]. The yield is 0.630. (2) The reactants are CN1CCOCC1.S(Cl)(C)(=O)=O.[CH3:13][C@@H:14]([NH2:21])[C:15]1[CH:20]=[CH:19][CH:18]=[CH:17][CH:16]=1. The catalyst is C(Cl)Cl. The product is [CH3:13][CH:14]([NH2:21])[C:15]1[CH:20]=[CH:19][CH:18]=[CH:17][CH:16]=1. The yield is 0.860. (3) The reactants are [OH:1][C:2]1[CH:7]=[C:6]([O:8][CH2:9][C:10]#[CH:11])[CH:5]=[CH:4][C:3]=1[C:12](=[O:15])[CH2:13][CH3:14]. The catalyst is C(N(CC)C1C=CC=CC=1)C. The product is [OH:1][C:2]1[C:3]([C:12](=[O:15])[CH2:13][CH3:14])=[CH:4][CH:5]=[C:6]2[C:7]=1[CH:11]=[CH:10][CH2:9][O:8]2. The yield is 0.450.